From a dataset of Forward reaction prediction with 1.9M reactions from USPTO patents (1976-2016). Predict the product of the given reaction. (1) Given the reactants [N+:1]([C:4]1[CH:5]=[C:6]2[C:11](=[CH:12][CH:13]=1)[N:10]=[CH:9][NH:8][C:7]2=O)([O-])=O.ClC1C=C(NC2C3C(=CC=C(N)C=3)N=CN=2)C=CC=1OCC1C=CC=C(F)C=1.[CH3:43][C:44]1[CH:45]=[C:46]([NH2:58])[CH:47]=[CH:48][C:49]=1[O:50][C:51]1[CH:52]=[N:53][C:54]([CH3:57])=[CH:55][CH:56]=1, predict the reaction product. The product is: [CH3:43][C:44]1[CH:45]=[C:46]([NH:58][C:7]2[C:6]3[C:11](=[CH:12][CH:13]=[C:4]([NH2:1])[CH:5]=3)[N:10]=[CH:9][N:8]=2)[CH:47]=[CH:48][C:49]=1[O:50][C:51]1[CH:52]=[N:53][C:54]([CH3:57])=[CH:55][CH:56]=1. (2) The product is: [F:40][C:19]1[CH:20]=[C:21]([N:24]([C:33]2[CH:34]=[CH:35][C:36]([F:39])=[CH:37][CH:38]=2)[C:25]([C:27]2([C:30]([NH2:32])=[O:31])[CH2:29][CH2:28]2)=[O:26])[CH:22]=[CH:23][C:18]=1[O:17][C:16]1[CH:15]=[CH:14][N:13]=[C:12]2[NH:8][N:9]=[C:10]([CH2:41][CH2:42][N:43]3[CH2:44][CH2:45][N:46]([CH3:49])[CH2:47][CH2:48]3)[C:11]=12. Given the reactants COC1C=CC(C[N:8]2[C:12]3=[N:13][CH:14]=[CH:15][C:16]([O:17][C:18]4[CH:23]=[CH:22][C:21]([N:24]([C:33]5[CH:38]=[CH:37][C:36]([F:39])=[CH:35][CH:34]=5)[C:25]([C:27]5([C:30]([NH2:32])=[O:31])[CH2:29][CH2:28]5)=[O:26])=[CH:20][C:19]=4[F:40])=[C:11]3[C:10]([CH2:41][CH2:42][N:43]3[CH2:48][CH2:47][N:46]([CH3:49])[CH2:45][CH2:44]3)=[N:9]2)=CC=1.C(O)(C(F)(F)F)=O, predict the reaction product. (3) The product is: [CH3:20][O:19][C:16]1[CH:15]=[CH:14][C:13]([C:3]2([N:2]([CH3:21])[CH3:1])[CH2:4][CH2:5][C:6]([NH:11][CH3:12])([C:9]3[CH:7]=[CH:8][CH:3]=[CH:4][CH:5]=3)[CH2:7][CH2:8]2)=[CH:18][CH:17]=1. Given the reactants [CH3:1][N:2]([CH3:21])[C:3]1([C:13]2[CH:18]=[CH:17][C:16]([O:19][CH3:20])=[CH:15][CH:14]=2)[CH2:8][CH2:7][C:6]([NH:11][CH3:12])([C:9]#N)[CH2:5][CH2:4]1, predict the reaction product. (4) The product is: [CH:13]1([C:16]2[NH:20][N:19]=[C:18]([NH:21][C:2]3[CH:7]=[C:6]([F:8])[CH:5]=[C:4]([F:9])[C:3]=3[N+:10]([O-:12])=[O:11])[CH:17]=2)[CH2:15][CH2:14]1. Given the reactants F[C:2]1[CH:7]=[C:6]([F:8])[CH:5]=[C:4]([F:9])[C:3]=1[N+:10]([O-:12])=[O:11].[CH:13]1([C:16]2[NH:20][N:19]=[C:18]([NH2:21])[CH:17]=2)[CH2:15][CH2:14]1.CCN(C(C)C)C(C)C, predict the reaction product. (5) Given the reactants Cl[CH2:2][C:3]1[CH:17]=[CH:16][C:6]2[N:7]([CH:12]3[CH2:15][CH2:14][CH2:13]3)[C:8](=[O:11])[N:9]([CH3:10])[C:5]=2[CH:4]=1.[C-:18]#[N:19].[Na+], predict the reaction product. The product is: [CH:12]1([N:7]2[C:6]3[CH:16]=[CH:17][C:3]([CH2:2][C:18]#[N:19])=[CH:4][C:5]=3[N:9]([CH3:10])[C:8]2=[O:11])[CH2:15][CH2:14][CH2:13]1.